From a dataset of Forward reaction prediction with 1.9M reactions from USPTO patents (1976-2016). Predict the product of the given reaction. Given the reactants C1(P(C2C=CC=CC=2)C2C=CC=CC=2)C=CC=CC=1.BrBr.C(N(CC)CC)C.[C:29]([NH:32][CH2:33][C:34]([N:36]([CH3:38])[CH3:37])=[O:35])(=O)[CH3:30], predict the reaction product. The product is: [CH3:37][N:36]([CH3:38])[C:34]1[O:35][C:29]([CH3:30])=[N:32][CH:33]=1.